From a dataset of Forward reaction prediction with 1.9M reactions from USPTO patents (1976-2016). Predict the product of the given reaction. (1) Given the reactants Cl.C([O:5][C@@H:6]1[C@@H:10]([C:11]2[O:15][N:14]=[C:13]([CH2:16][CH3:17])[CH:12]=2)[O:9][C@@H:8]([N:18]2[CH:26]=[N:25][C:24]3[C:19]2=[N:20][C:21]([Cl:38])=[N:22][C:23]=3[NH:27][C@@H:28]([CH2:31][C:32]2[CH:37]=[CH:36][CH:35]=[CH:34][CH:33]=2)[CH2:29][OH:30])[C@@H:7]1[O:39]C(=O)C)(=O)C.C(=O)([O-])[O-].[K+].[K+], predict the reaction product. The product is: [CH2:31]([C@H:28]([NH:27][C:23]1[N:22]=[C:21]([Cl:38])[N:20]=[C:19]2[C:24]=1[N:25]=[CH:26][N:18]2[C@H:8]1[C@H:7]([OH:39])[C@@H:6]([OH:5])[C@@H:10]([C:11]2[O:15][N:14]=[C:13]([CH2:16][CH3:17])[CH:12]=2)[O:9]1)[CH2:29][OH:30])[C:32]1[CH:33]=[CH:34][CH:35]=[CH:36][CH:37]=1. (2) The product is: [C:25]([N:12]1[CH:11]=[CH:10][C:9]2[C:14](=[CH:15][C:16]([O:17][CH3:18])=[C:7]([O:6][CH3:5])[CH:8]=2)[CH:13]1[C:23]#[N:24])(=[O:32])[C:26]1[CH:31]=[CH:30][CH:29]=[CH:28][CH:27]=1. Given the reactants [Cl-].[Al+3].[Cl-].[Cl-].[CH3:5][O:6][C:7]1[CH:8]=[C:9]2[C:14](=[CH:15][C:16]=1[O:17][CH3:18])[CH:13]=[N:12][CH:11]=[CH:10]2.C[Si]([C:23]#[N:24])(C)C.[C:25](Cl)(=[O:32])[C:26]1[CH:31]=[CH:30][CH:29]=[CH:28][CH:27]=1, predict the reaction product.